This data is from Reaction yield outcomes from USPTO patents with 853,638 reactions. The task is: Predict the reaction yield, written as a fraction of the theoretical maximum amount of product (1.0 means a 100% yield; for example, 0.34 means a 34% yield). (1) The reactants are [CH3:1][O:2][C:3]([C:5]1[CH:33]=[C:8]2[N:9]=[CH:10][C:11]([C:19]3[CH:24]=[CH:23][C:22]([O:25][CH2:26][C:27]4[CH:32]=[CH:31][CH:30]=[CH:29][CH:28]=4)=[CH:21][CH:20]=3)=[C:12]([CH:13]3[CH2:18][CH2:17][CH2:16][CH2:15][CH2:14]3)[N:7]2[N:6]=1)=[O:4].[Br:34]N1C(=O)CCC1=O. The catalyst is ClCCl. The product is [CH3:1][O:2][C:3]([C:5]1[C:33]([Br:34])=[C:8]2[N:9]=[CH:10][C:11]([C:19]3[CH:20]=[CH:21][C:22]([O:25][CH2:26][C:27]4[CH:28]=[CH:29][CH:30]=[CH:31][CH:32]=4)=[CH:23][CH:24]=3)=[C:12]([CH:13]3[CH2:18][CH2:17][CH2:16][CH2:15][CH2:14]3)[N:7]2[N:6]=1)=[O:4]. The yield is 0.110. (2) The catalyst is ClCCCl. The reactants are [CH3:1][O:2][C:3]1[N:13]=[CH:12][C:11]2[S:10][CH2:9][CH2:8][NH:7][CH2:6][C:5]=2[CH:4]=1.[F:14][C:15]1[CH:24]=[CH:23][C:22]([CH:25]=O)=[CH:21][C:16]=1[C:17]([O:19][CH3:20])=[O:18].C(O[BH-](OC(=O)C)OC(=O)C)(=O)C.[Na+]. The product is [F:14][C:15]1[CH:24]=[CH:23][C:22]([CH2:25][N:7]2[CH2:6][C:5]3[CH:4]=[C:3]([O:2][CH3:1])[N:13]=[CH:12][C:11]=3[S:10][CH2:9][CH2:8]2)=[CH:21][C:16]=1[C:17]([O:19][CH3:20])=[O:18]. The yield is 0.540. (3) The reactants are [CH2:1]([C:3]1[C:11](=O)[N:10]2[C:6]([NH:7][C:8]3[CH:16]=[CH:15][CH:14]=[CH:13][C:9]=32)=[C:5]([C:17]#[N:18])[C:4]=1[C:19]1[CH:24]=[CH:23][CH:22]=[CH:21][CH:20]=1)[CH3:2].P(Cl)(Cl)([Cl:27])=O. No catalyst specified. The product is [Cl:27][C:11]1[N:10]2[C:6](=[N:7][C:8]3[CH:16]=[CH:15][CH:14]=[CH:13][C:9]=32)[C:5]([C:17]#[N:18])=[C:4]([C:19]2[CH:24]=[CH:23][CH:22]=[CH:21][CH:20]=2)[C:3]=1[CH2:1][CH3:2]. The yield is 0.330. (4) The reactants are [Cl:1][C:2]1[C:10]([N+:11]([O-:13])=[O:12])=[CH:9][CH:8]=[CH:7][C:3]=1[C:4]([OH:6])=[O:5].[CH3:14]N(C)C=O.C(Cl)(=O)C(Cl)=O.CO. The yield is 1.00. The catalyst is ClCCl. The product is [Cl:1][C:2]1[C:10]([N+:11]([O-:13])=[O:12])=[CH:9][CH:8]=[CH:7][C:3]=1[C:4]([O:6][CH3:14])=[O:5]. (5) The reactants are [N+:1]([C:4]1[CH:5]=[C:6]2[C:11](=[CH:12][CH:13]=1)[N+:10]([O-])=[CH:9][CH:8]=[CH:7]2)([O-:3])=[O:2].[CH3:15][C:16]([O:18]C(C)=O)=[O:17]. No catalyst specified. The product is [N+:1]([C:4]1[CH:5]=[C:6]2[C:11](=[CH:12][CH:13]=1)[N:10]=[C:9]([O:18][C:16](=[O:17])[CH3:15])[CH:8]=[CH:7]2)([O-:3])=[O:2]. The yield is 0.330. (6) The reactants are Cl[C:2]1[C:7]([C:8]#[N:9])=[CH:6][CH:5]=[CH:4][N:3]=1.[SH:10][CH2:11][C:12]([O:14][CH2:15][CH3:16])=[O:13].C(=O)([O-])[O-].[Na+].[Na+].CCO. The catalyst is O. The product is [NH2:9][C:8]1[C:7]2[C:2](=[N:3][CH:4]=[CH:5][CH:6]=2)[S:10][C:11]=1[C:12]([O:14][CH2:15][CH3:16])=[O:13]. The yield is 0.932.